Dataset: Forward reaction prediction with 1.9M reactions from USPTO patents (1976-2016). Task: Predict the product of the given reaction. (1) Given the reactants [CH2:1]([Mg]Br)[CH3:2].[C:5]([O:9][C:10]([N:12]1[CH2:17][CH2:16][CH:15]([N:18]([C:20]([CH:22]2[CH2:26][CH2:25][N:24]([CH2:27][C:28]3[CH:33]=[CH:32][CH:31]=[CH:30][CH:29]=3)[CH2:23]2)=O)[CH3:19])[CH2:14][CH2:13]1)=[O:11])([CH3:8])([CH3:7])[CH3:6], predict the reaction product. The product is: [C:5]([O:9][C:10]([N:12]1[CH2:17][CH2:16][CH:15]([N:18]([C:20]2([CH:22]3[CH2:26][CH2:25][N:24]([CH2:27][C:28]4[CH:33]=[CH:32][CH:31]=[CH:30][CH:29]=4)[CH2:23]3)[CH2:2][CH2:1]2)[CH3:19])[CH2:14][CH2:13]1)=[O:11])([CH3:8])([CH3:7])[CH3:6]. (2) Given the reactants [CH3:1][C:2]1[CH:7]=[CH:6][CH:5]=[C:4]([CH3:8])[C:3]=1[SH:9].C1C(=O)N(Cl)C(=O)C1.[C:18]1([Zn]Br)[CH:23]=[CH:22][CH:21]=[CH:20][CH:19]=1, predict the reaction product. The product is: [CH3:1][C:2]1[CH:7]=[CH:6][CH:5]=[C:4]([CH3:8])[C:3]=1[S:9][C:18]1[CH:23]=[CH:22][CH:21]=[CH:20][CH:19]=1.